From a dataset of NCI-60 drug combinations with 297,098 pairs across 59 cell lines. Regression. Given two drug SMILES strings and cell line genomic features, predict the synergy score measuring deviation from expected non-interaction effect. (1) Drug 1: COC1=NC(=NC2=C1N=CN2C3C(C(C(O3)CO)O)O)N. Drug 2: CCN(CC)CCCC(C)NC1=C2C=C(C=CC2=NC3=C1C=CC(=C3)Cl)OC. Cell line: M14. Synergy scores: CSS=4.80, Synergy_ZIP=-1.90, Synergy_Bliss=-0.517, Synergy_Loewe=-6.71, Synergy_HSA=-0.307. (2) Drug 1: CNC(=O)C1=CC=CC=C1SC2=CC3=C(C=C2)C(=NN3)C=CC4=CC=CC=N4. Drug 2: C1CN(P(=O)(OC1)NCCCl)CCCl. Cell line: OVCAR-5. Synergy scores: CSS=-3.08, Synergy_ZIP=0.113, Synergy_Bliss=-5.52, Synergy_Loewe=-6.45, Synergy_HSA=-6.93. (3) Drug 1: C1C(C(OC1N2C=NC3=C(N=C(N=C32)Cl)N)CO)O. Drug 2: CCCCC(=O)OCC(=O)C1(CC(C2=C(C1)C(=C3C(=C2O)C(=O)C4=C(C3=O)C=CC=C4OC)O)OC5CC(C(C(O5)C)O)NC(=O)C(F)(F)F)O. Cell line: M14. Synergy scores: CSS=49.5, Synergy_ZIP=0.451, Synergy_Bliss=2.62, Synergy_Loewe=-16.5, Synergy_HSA=4.71. (4) Drug 1: C1=NC2=C(N=C(N=C2N1C3C(C(C(O3)CO)O)F)Cl)N. Drug 2: C1CN(P(=O)(OC1)NCCCl)CCCl. Cell line: OVCAR-4. Synergy scores: CSS=9.18, Synergy_ZIP=-3.88, Synergy_Bliss=-2.70, Synergy_Loewe=-8.95, Synergy_HSA=-1.57. (5) Synergy scores: CSS=45.9, Synergy_ZIP=-2.46, Synergy_Bliss=1.32, Synergy_Loewe=-2.86, Synergy_HSA=3.69. Drug 1: CCC1=CC2CC(C3=C(CN(C2)C1)C4=CC=CC=C4N3)(C5=C(C=C6C(=C5)C78CCN9C7C(C=CC9)(C(C(C8N6C)(C(=O)OC)O)OC(=O)C)CC)OC)C(=O)OC.C(C(C(=O)O)O)(C(=O)O)O. Cell line: ACHN. Drug 2: C1=CC(=CC=C1CCCC(=O)O)N(CCCl)CCCl. (6) Drug 1: CS(=O)(=O)C1=CC(=C(C=C1)C(=O)NC2=CC(=C(C=C2)Cl)C3=CC=CC=N3)Cl. Drug 2: CC1CCCC2(C(O2)CC(NC(=O)CC(C(C(=O)C(C1O)C)(C)C)O)C(=CC3=CSC(=N3)C)C)C. Cell line: BT-549. Synergy scores: CSS=5.91, Synergy_ZIP=1.22, Synergy_Bliss=6.77, Synergy_Loewe=2.61, Synergy_HSA=5.52. (7) Drug 1: C1=NC2=C(N=C(N=C2N1C3C(C(C(O3)CO)O)O)F)N. Drug 2: C1=CN(C=N1)CC(O)(P(=O)(O)O)P(=O)(O)O. Cell line: DU-145. Synergy scores: CSS=5.41, Synergy_ZIP=-0.543, Synergy_Bliss=-0.463, Synergy_Loewe=-4.44, Synergy_HSA=-3.93. (8) Drug 1: CC1OCC2C(O1)C(C(C(O2)OC3C4COC(=O)C4C(C5=CC6=C(C=C35)OCO6)C7=CC(=C(C(=C7)OC)O)OC)O)O. Drug 2: CC1C(C(=O)NC(C(=O)N2CCCC2C(=O)N(CC(=O)N(C(C(=O)O1)C(C)C)C)C)C(C)C)NC(=O)C3=C4C(=C(C=C3)C)OC5=C(C(=O)C(=C(C5=N4)C(=O)NC6C(OC(=O)C(N(C(=O)CN(C(=O)C7CCCN7C(=O)C(NC6=O)C(C)C)C)C)C(C)C)C)N)C. Cell line: 786-0. Synergy scores: CSS=26.2, Synergy_ZIP=-3.06, Synergy_Bliss=4.03, Synergy_Loewe=3.93, Synergy_HSA=4.27.